This data is from Forward reaction prediction with 1.9M reactions from USPTO patents (1976-2016). The task is: Predict the product of the given reaction. The product is: [F:25][C:26]1[CH:27]=[C:28]([NH:48][C:49](=[O:62])[CH2:50][C:51]([NH:53][C:54]2[CH:59]=[CH:58][CH:57]=[CH:56][C:55]=2[O:60][F:1])=[O:52])[CH:29]=[CH:30][C:31]=1[O:32][C:33]1[CH:38]=[CH:37][N:36]=[C:35]2[CH:39]=[C:40]([C:42]3[N:43]([CH3:47])[CH:44]=[CH:45][N:46]=3)[S:41][C:34]=12. Given the reactants [F:1]C1C=C(N)C=CC=1OC1C=CN=C2C=C(C3N(C)C=CN=3)SC=12.[F:25][C:26]1[CH:27]=[C:28]([NH:48][C:49](=[O:62])[CH2:50][C:51]([NH:53][C:54]2[CH:59]=[CH:58][CH:57]=[CH:56][C:55]=2[O:60]C)=[O:52])[CH:29]=[CH:30][C:31]=1[O:32][C:33]1[CH:38]=[CH:37][N:36]=[C:35]2[CH:39]=[C:40]([C:42]3[N:43]([CH3:47])[CH:44]=[CH:45][N:46]=3)[S:41][C:34]=12.COC1C=CC=CC=1NC(=O)CC(O)=O.FC1C=CC=CC=1NC(=O)CC(O)=O, predict the reaction product.